Dataset: Full USPTO retrosynthesis dataset with 1.9M reactions from patents (1976-2016). Task: Predict the reactants needed to synthesize the given product. (1) Given the product [C:5]([O:4][CH2:2][C@@H:1]1[C@@H:18]([OH:24])[C@H:17]([OH:25])[C@@H:16]([OH:26])[C@H:15]([C:12]2[CH:13]=[CH:14][C:9]([Cl:8])=[C:10]([CH2:27][C:28]3[CH:29]=[CH:30][C:31]([CH2:34][CH3:35])=[CH:32][CH:33]=3)[CH:11]=2)[C@H:20]1[OH:21])(=[O:6])[CH3:7], predict the reactants needed to synthesize it. The reactants are: [CH3:1][C:2]([O:4][C:5]([CH3:7])=[O:6])=O.[Cl:8][C:9]1[CH:14]=[CH:13][C:12]([C@@H:15]2[C@@H:20]([OH:21])[C@H](CO)[C@@H:18]([OH:24])[C@H:17]([OH:25])[C@H:16]2[OH:26])=[CH:11][C:10]=1[CH2:27][C:28]1[CH:33]=[CH:32][C:31]([CH2:34][CH3:35])=[CH:30][CH:29]=1.N1C=CC=CC=1. (2) Given the product [CH3:21][CH:22]1[CH:27]([N:28]([CH3:48])[C:29]2[C:30]3[CH:37]=[CH:36][N:35]([S:38]([C:41]4[CH:42]=[CH:43][C:44]([CH3:45])=[CH:46][CH:47]=4)(=[O:39])=[O:40])[C:31]=3[N:32]=[CH:33][N:34]=2)[CH2:26][CH2:25][CH:24]([CH2:49][S:50]([N:1]2[CH2:5][CH2:4][C@H:3]([CH2:6][OH:7])[CH2:2]2)(=[O:52])=[O:51])[CH2:23]1, predict the reactants needed to synthesize it. The reactants are: [NH:1]1[CH2:5][CH2:4][C@H:3]([CH2:6][OH:7])[CH2:2]1.C(Cl)(Cl)Cl.CCN(C(C)C)C(C)C.[CH3:21][CH:22]1[CH:27]([N:28]([CH3:48])[C:29]2[C:30]3[CH:37]=[CH:36][N:35]([S:38]([C:41]4[CH:47]=[CH:46][C:44]([CH3:45])=[CH:43][CH:42]=4)(=[O:40])=[O:39])[C:31]=3[N:32]=[CH:33][N:34]=2)[CH2:26][CH2:25][CH:24]([CH2:49][S:50](Cl)(=[O:52])=[O:51])[CH2:23]1. (3) Given the product [CH:44]1([N:4]([CH2:1][CH2:2][CH3:3])[C:5](=[O:43])[C:6]2[CH:11]=[CH:10][C:9]([N:12]3[CH2:17][CH2:16][N:15]([CH2:18][CH2:19][CH2:20][CH2:21][C:22]4([C:35](=[O:42])[NH:36][CH2:37][C:38]([F:41])([F:39])[F:40])[C:23]5[CH:24]=[CH:25][CH:26]=[CH:27][C:28]=5[C:29]5[C:34]4=[CH:33][CH:32]=[CH:31][CH:30]=5)[CH2:14][CH2:13]3)=[N:8][CH:7]=2)[CH2:45][CH2:46][CH2:47][CH2:48][CH2:49]1, predict the reactants needed to synthesize it. The reactants are: [CH2:1]([N:4]([CH:44]1[CH2:49][CH2:48][CH2:47][CH2:46][CH2:45]1)[C:5](=[O:43])[C:6]1[CH:11]=[CH:10][C:9]([N:12]2[CH2:17][CH2:16][N:15]([CH2:18][CH2:19][CH2:20][CH2:21][C:22]3([C:35](=[O:42])[NH:36][CH2:37][C:38]([F:41])([F:40])[F:39])[C:34]4[CH:33]=[CH:32][CH:31]=[CH:30][C:29]=4[C:28]4[C:23]3=[CH:24][CH:25]=[CH:26][CH:27]=4)[CH2:14][CH2:13]2)=[N:8][CH:7]=1)[CH:2]=[CH2:3]. (4) Given the product [Cl:1][C:2]1[N:11]=[C:10]([N:24]([C:21]2[CH:22]=[CH:23][C:18]([N:17]([CH3:16])[CH3:26])=[CH:19][CH:20]=2)[CH3:25])[C:9]2[C:4](=[CH:5][CH:6]=[CH:7][CH:8]=2)[N:3]=1, predict the reactants needed to synthesize it. The reactants are: [Cl:1][C:2]1[N:11]=[C:10](Cl)[C:9]2[C:4](=[CH:5][CH:6]=[C:7]([N+]([O-])=O)[CH:8]=2)[N:3]=1.[CH3:16][N:17]([CH3:26])[C:18]1[CH:23]=[CH:22][C:21]([NH:24][CH3:25])=[CH:20][CH:19]=1. (5) Given the product [Br:1][C:2]1[N:3]=[C:4]([NH:11][C:12]2[CH:13]=[CH:14][C:15]([CH:18]3[CH2:23][CH2:22][NH:21][CH2:20][CH2:19]3)=[CH:16][CH:17]=2)[C:5]2[N:6]([CH:8]=[CH:9][N:10]=2)[CH:7]=1, predict the reactants needed to synthesize it. The reactants are: [Br:1][C:2]1[N:3]=[C:4]([NH:11][C:12]2[CH:17]=[CH:16][C:15]([CH:18]3[CH2:23][CH2:22][N:21](C(OC(C)(C)C)=O)[CH2:20][CH2:19]3)=[CH:14][CH:13]=2)[C:5]2[N:6]([CH:8]=[CH:9][N:10]=2)[CH:7]=1.FC(F)(F)C(O)=O.C(=O)(O)[O-].[Na+].